Dataset: Full USPTO retrosynthesis dataset with 1.9M reactions from patents (1976-2016). Task: Predict the reactants needed to synthesize the given product. (1) Given the product [NH2:44][C:37]1[C:38]2[C:43](=[CH:42][CH:41]=[CH:40][CH:39]=2)[C:34]([O:33][C:31]2[CH:30]=[CH:29][N:28]=[C:27]([NH:26][C:12]3[CH:13]=[C:14]([CH:15]=[C:10]([C:8]#[CH:9])[CH:11]=3)[C:16]([NH:17][CH2:18][CH2:19][O:20][CH2:21][CH2:22][O:23][CH3:24])=[O:25])[CH:32]=2)=[CH:35][CH:36]=1, predict the reactants needed to synthesize it. The reactants are: C(O)(C(F)(F)F)=O.[C:8]([C:10]1[CH:11]=[C:12]([NH:26][C:27]2[CH:32]=[C:31]([O:33][C:34]3[C:43]4[C:38](=[CH:39][CH:40]=[CH:41][CH:42]=4)[C:37]([NH:44]C(=O)OC(C)(C)C)=[CH:36][CH:35]=3)[CH:30]=[CH:29][N:28]=2)[CH:13]=[C:14]([C:16](=[O:25])[NH:17][CH2:18][CH2:19][O:20][CH2:21][CH2:22][O:23][CH3:24])[CH:15]=1)#[CH:9]. (2) Given the product [CH3:7][C:6]1[S:5][C:4]([C:8]([O:10][CH3:11])=[O:9])=[CH:3][C:2]=1[C:17]1[N:13]([CH3:12])[N:14]=[CH:15][CH:16]=1, predict the reactants needed to synthesize it. The reactants are: Br[C:2]1[CH:3]=[C:4]([C:8]([O:10][CH3:11])=[O:9])[S:5][C:6]=1[CH3:7].[CH3:12][N:13]1[C:17](B2OC(C)(C)C(C)(C)O2)=[CH:16][CH:15]=[N:14]1.C([O-])([O-])=O.[K+].[K+]. (3) Given the product [C:24]([OH:31])(=[O:30])/[CH:25]=[CH:26]\[C:27]([OH:29])=[O:28].[Cl:23][C:10]1[CH:9]=[CH:8][C:7]2[N:6]3[C:2]([CH3:1])=[N:3][CH:4]=[C:5]3[CH2:15][N:14]=[C:13]([C:16]3[CH:17]=[CH:18][CH:19]=[CH:20][C:21]=3[F:22])[C:12]=2[CH:11]=1, predict the reactants needed to synthesize it. The reactants are: [CH3:1][C:2]1[N:6]2[C:7]3[CH:8]=[CH:9][C:10]([Cl:23])=[CH:11][C:12]=3[C:13]([C:16]3[CH:17]=[CH:18][CH:19]=[CH:20][C:21]=3[F:22])=[N:14][CH2:15][C:5]2=[CH:4][N:3]=1.[C:24]([OH:31])(=[O:30])/[CH:25]=[CH:26]\[C:27]([OH:29])=[O:28]. (4) Given the product [F:44][C:43]([F:46])([F:45])[S:40]([O:21][C:17]1[CH:18]=[CH:19][CH:20]=[C:15]([CH2:14][C:9]([C:10]([O:12][CH3:13])=[O:11])([NH:8][C:6]([O:5][C:1]([CH3:3])([CH3:4])[CH3:2])=[O:7])[CH2:22][F:23])[CH:16]=1)(=[O:42])=[O:41], predict the reactants needed to synthesize it. The reactants are: [C:1]([O:5][C:6]([NH:8][C:9]([CH2:22][F:23])([CH2:14][C:15]1[CH:20]=[CH:19][CH:18]=[C:17]([OH:21])[CH:16]=1)[C:10]([O:12][CH3:13])=[O:11])=[O:7])([CH3:4])([CH3:3])[CH3:2].CCN(C(C)C)C(C)C.C1C=CC(N([S:40]([C:43]([F:46])([F:45])[F:44])(=[O:42])=[O:41])[S:40]([C:43]([F:46])([F:45])[F:44])(=[O:42])=[O:41])=CC=1. (5) Given the product [NH2:3][CH2:4][CH2:5][CH2:6][C:7]1[CH:8]=[CH:9][C:10]([CH2:13][CH2:14][CH2:15][NH2:16])=[N:11][CH:12]=1, predict the reactants needed to synthesize it. The reactants are: C([NH:3][CH2:4][CH2:5][CH2:6][C:7]1[CH:8]=[CH:9][C:10]([CH2:13][CH2:14][CH2:15][NH:16]C=O)=[N:11][CH:12]=1)=O.[OH-].[Na+]. (6) Given the product [CH3:1][C:2]1[C:10]([N+:21]([O-:23])=[O:22])=[C:9]([CH3:11])[CH:8]=[C:7]2[C:3]=1[CH2:4][CH2:5][N:6]2[C:12](=[O:20])[CH2:13][C:14]1[CH:19]=[CH:18][CH:17]=[CH:16][N:15]=1, predict the reactants needed to synthesize it. The reactants are: [CH3:1][C:2]1[CH:10]=[C:9]([CH3:11])[CH:8]=[C:7]2[C:3]=1[CH2:4][CH2:5][N:6]2[C:12](=[O:20])[CH2:13][C:14]1[CH:19]=[CH:18][CH:17]=[CH:16][N:15]=1.[N+:21]([O-])([OH:23])=[O:22].C(=O)([O-])[O-].[K+].[K+]. (7) Given the product [O:6]1[C:5]2([CH2:10][CH2:11][C:2]([C:12]3[CH:13]=[CH:14][C:15]([C:16]#[N:17])=[CH:18][CH:19]=3)=[CH:3][CH2:4]2)[O:9][CH2:8][CH2:7]1, predict the reactants needed to synthesize it. The reactants are: O[C:2]1([C:12]2[CH:19]=[CH:18][C:15]([C:16]#[N:17])=[CH:14][CH:13]=2)[CH2:11][CH2:10][C:5]2([O:9][CH2:8][CH2:7][O:6]2)[CH2:4][CH2:3]1.C(N(CC)CC)C.S(Cl)(C)(=O)=O.